Predict which catalyst facilitates the given reaction. From a dataset of Catalyst prediction with 721,799 reactions and 888 catalyst types from USPTO. (1) Reactant: CC(OC(/N=N/C(OC(C)C)=O)=O)C.[F:15][C:16]1[CH:17]=[C:18]([OH:28])[CH:19]=[CH:20][C:21]=1[N:22]1[C:26]([CH3:27])=[N:25][N:24]=[N:23]1.O[CH2:30][CH2:31][CH2:32][CH:33]1[CH2:38][CH2:37][N:36]([C:39]([O:41][C:42]([CH3:45])([CH3:44])[CH3:43])=[O:40])[CH2:35][CH2:34]1.C1C=CC(P(C2C=CC=CC=2)C2C=CC=CC=2)=CC=1. The catalyst class is: 1. Product: [C:42]([O:41][C:39]([N:36]1[CH2:37][CH2:38][CH:33]([CH2:32][CH2:31][CH2:30][O:28][C:18]2[CH:19]=[CH:20][C:21]([N:22]3[C:26]([CH3:27])=[N:25][N:24]=[N:23]3)=[C:16]([F:15])[CH:17]=2)[CH2:34][CH2:35]1)=[O:40])([CH3:45])([CH3:44])[CH3:43]. (2) Reactant: ClC(Cl)(O[C:5](=[O:11])OC(Cl)(Cl)Cl)Cl.[CH3:13][O:14][C:15]1[CH:20]=[CH:19][C:18]([C:21]2[O:25][C:24]([CH:26]3[CH2:31][CH2:30][NH:29][CH2:28][CH2:27]3)=[N:23][C:22]=2[C:32]2[CH:37]=[CH:36][C:35]([CH3:38])=[CH:34][CH:33]=2)=[CH:17][CH:16]=1.C(N(CC)CC)C.Cl.[CH3:47][NH:48][OH:49]. Product: [CH3:13][O:14][C:15]1[CH:16]=[CH:17][C:18]([C:21]2[O:25][C:24]([CH:26]3[CH2:31][CH2:30][N:29]([C:5](=[O:11])[N:48]([OH:49])[CH3:47])[CH2:28][CH2:27]3)=[N:23][C:22]=2[C:32]2[CH:33]=[CH:34][C:35]([CH3:38])=[CH:36][CH:37]=2)=[CH:19][CH:20]=1. The catalyst class is: 7.